From a dataset of Full USPTO retrosynthesis dataset with 1.9M reactions from patents (1976-2016). Predict the reactants needed to synthesize the given product. (1) The reactants are: [F:1][C:2]([F:16])([C:9]1[CH:14]=[CH:13][CH:12]=[C:11]([CH3:15])[N:10]=1)[CH2:3]OS(C)(=O)=O.[N-:17]=[N+:18]=[N-:19].[Na+]. Given the product [N:17]([CH2:3][C:2]([C:9]1[CH:14]=[CH:13][CH:12]=[C:11]([CH3:15])[N:10]=1)([F:16])[F:1])=[N+:18]=[N-:19], predict the reactants needed to synthesize it. (2) Given the product [ClH:27].[F:26][C:23]1[CH:24]=[CH:25][C:20]([CH2:19][C:16]2[N:15]=[C:14]([C@H:10]3[CH2:11][CH2:12][CH2:13][NH:8][CH2:9]3)[O:18][N:17]=2)=[CH:21][CH:22]=1, predict the reactants needed to synthesize it. The reactants are: C(OC([N:8]1[CH2:13][CH2:12][CH2:11][C@H:10]([C:14]2[O:18][N:17]=[C:16]([CH2:19][C:20]3[CH:25]=[CH:24][C:23]([F:26])=[CH:22][CH:21]=3)[N:15]=2)[CH2:9]1)=O)(C)(C)C.[ClH:27]. (3) Given the product [CH3:1][C:2]1[C:7]([C:8]([C:10]2[N:14]([CH3:15])[N:13]=[N:12][CH:11]=2)=[O:9])=[CH:6][CH:5]=[C:4]([CH3:16])[N:3]=1, predict the reactants needed to synthesize it. The reactants are: [CH3:1][C:2]1[C:7]([CH:8]([C:10]2[N:14]([CH3:15])[N:13]=[N:12][CH:11]=2)[OH:9])=[CH:6][CH:5]=[C:4]([CH3:16])[N:3]=1. (4) The reactants are: C[O:2][C:3](=[O:57])[CH2:4][CH2:5][CH2:6][CH2:7][C:8]([N:10]1[CH2:15][CH2:14][N:13]([C:16](=[O:56])[C@@H:17]([NH:42][S:43]([C:46]2[CH:55]=[CH:54][C:53]3[C:48](=[CH:49][CH:50]=[CH:51][CH:52]=3)[CH:47]=2)(=[O:45])=[O:44])[CH2:18][CH2:19][CH2:20][NH:21]/[C:22](/[NH2:41])=[N:23]/[S:24]([C:27]2[C:28]([CH3:40])=[C:29]([CH3:39])[C:30]3[O:34][C:33]([CH3:36])([CH3:35])[CH2:32][C:31]=3[C:37]=2[CH3:38])(=[O:26])=[O:25])[CH2:12][CH2:11]1)=[O:9].[Li+].[OH-]. Given the product [NH2:41]/[C:22](/[NH:21][CH2:20][CH2:19][CH2:18][C@H:17]([NH:42][S:43]([C:46]1[CH:55]=[CH:54][C:53]2[C:48](=[CH:49][CH:50]=[CH:51][CH:52]=2)[CH:47]=1)(=[O:45])=[O:44])[C:16]([N:13]1[CH2:12][CH2:11][N:10]([C:8](=[O:9])[CH2:7][CH2:6][CH2:5][CH2:4][C:3]([OH:57])=[O:2])[CH2:15][CH2:14]1)=[O:56])=[N:23]\[S:24]([C:27]1[C:28]([CH3:40])=[C:29]([CH3:39])[C:30]2[O:34][C:33]([CH3:36])([CH3:35])[CH2:32][C:31]=2[C:37]=1[CH3:38])(=[O:25])=[O:26], predict the reactants needed to synthesize it. (5) Given the product [F:1][C:2]1[CH:9]=[CH:8][C:5]([C:6]#[N:10])=[CH:4][CH:3]=1, predict the reactants needed to synthesize it. The reactants are: [F:1][C:2]1[CH:9]=[CH:8][C:5]([CH:6]=O)=[CH:4][CH:3]=1.[NH2:10]O.Cl.[Na+].[I-].O. (6) Given the product [F:24][C:18]1[CH:19]=[C:20]([C:32]2[CH:33]=[CH:34][C:29]([S:26]([CH3:25])(=[O:28])=[O:27])=[CH:30][CH:31]=2)[CH:21]=[CH:22][C:17]=1[C:13]1[O:14][C:15]([CH3:16])=[C:11]([CH2:10][CH2:9][OH:8])[N:12]=1, predict the reactants needed to synthesize it. The reactants are: C([O:8][CH2:9][CH2:10][C:11]1[N:12]=[C:13]([C:17]2[CH:22]=[CH:21][C:20](Br)=[CH:19][C:18]=2[F:24])[O:14][C:15]=1[CH3:16])C1C=CC=CC=1.[CH3:25][S:26]([C:29]1[CH:34]=[CH:33][C:32](B(O)O)=[CH:31][CH:30]=1)(=[O:28])=[O:27]. (7) Given the product [CH2:13]([O:12][C:8]1[CH:7]=[C:6]2[C:11]([C:3]([C:1]([NH2:2])=[O:36])=[C:4]([C:17]3[CH:22]=[CH:21][C:20]([N:23]4[C:27](=[O:28])[CH2:26][NH:25][C:24]4=[O:32])=[CH:19][CH:18]=3)[N:5]2[CH2:15][CH3:16])=[CH:10][CH:9]=1)[CH3:14], predict the reactants needed to synthesize it. The reactants are: [C:1]([C:3]1[C:11]2[C:6](=[CH:7][C:8]([O:12][CH2:13][CH3:14])=[CH:9][CH:10]=2)[N:5]([CH2:15][CH3:16])[C:4]=1[C:17]1[CH:22]=[CH:21][C:20]([NH:23][C:24](=[O:32])[NH:25][CH2:26][C:27](OCC)=[O:28])=[CH:19][CH:18]=1)#[N:2].Cl.CC(C)=[O:36]. (8) Given the product [NH2:1][C:2]1[CH:10]=[CH:9][CH:8]=[CH:7][C:3]=1[C:4]([O:6][CH2:16][CH3:17])=[O:5], predict the reactants needed to synthesize it. The reactants are: [NH2:1][C:2]1[CH:10]=[CH:9][CH:8]=[CH:7][C:3]=1[C:4]([OH:6])=[O:5].OS(O)(=O)=O.[CH2:16](O)[CH3:17]. (9) The reactants are: [CH3:1][CH2:2][C@H:3]1[O:20][C:18](=[O:19])[CH2:17][C@@H:16]([OH:21])[C@H:15]([CH3:22])[C@@H:14]([O:23][C@@H:24]2[O:29][C@H:28]([CH3:30])[C@@H:27]([OH:31])[C@H:26]([N:32]([CH3:34])[CH3:33])[C@H:25]2[OH:35])[C@@H:13]([CH2:36][CH2:37][N:38]2[CH2:43][C@@H:42]([CH3:44])[CH2:41][C@@H:40]([CH3:45])[CH2:39]2)[CH2:12][C@@H:11]([CH3:46])[C:9](=[O:10])[CH:8]=[CH:7][C:6]([CH3:47])=[CH:5][C@@H:4]1[CH2:48][O:49][C@@H:50]1[O:55][C@H:54]([CH3:56])[C@@H:53]([OH:57])[C@@H:52]([O:58][CH3:59])[C@H:51]1[O:60][CH3:61].[CH3:62][C@H:63]([C:76]([OH:78])=[O:77])[C:64]1[CH:65]=[CH:66][C:67]2[CH:68]=[C:69]([O:74][CH3:75])[CH:70]=[CH:71][C:72]=2[CH:73]=1. Given the product [CH3:1][CH2:2][C@H:3]1[O:20][C:18](=[O:19])[CH2:17][C@@H:16]([OH:21])[C@H:15]([CH3:22])[C@@H:14]([O:23][C@@H:24]2[O:29][C@H:28]([CH3:30])[C@@H:27]([OH:31])[C@H:26]([N:32]([CH3:34])[CH3:33])[C@H:25]2[OH:35])[C@@H:13]([CH2:36][CH2:37][N:38]2[CH2:39][C@@H:40]([CH3:45])[CH2:41][C@@H:42]([CH3:44])[CH2:43]2)[CH2:12][C@@H:11]([CH3:46])[C:9](=[O:10])[CH:8]=[CH:7][C:6]([CH3:47])=[CH:5][C@@H:4]1[CH2:48][O:49][C@@H:50]1[O:55][C@H:54]([CH3:56])[C@@H:53]([OH:57])[C@@H:52]([O:58][CH3:59])[C@H:51]1[O:60][CH3:61].[CH3:62][C@H:63]([C:76]([OH:78])=[O:77])[C:64]1[CH:65]=[CH:66][C:67]2[CH:68]=[C:69]([O:74][CH3:75])[CH:70]=[CH:71][C:72]=2[CH:73]=1, predict the reactants needed to synthesize it. (10) The reactants are: [Br:1][C:2]1[CH:3]=[C:4]([NH2:9])[C:5]([NH2:8])=[CH:6][CH:7]=1.[CH:10]([CH:12]=O)=O. Given the product [Br:1][C:2]1[CH:3]=[C:4]2[C:5](=[CH:6][CH:7]=1)[N:8]=[CH:12][CH:10]=[N:9]2, predict the reactants needed to synthesize it.